Dataset: Reaction yield outcomes from USPTO patents with 853,638 reactions. Task: Predict the reaction yield, written as a fraction of the theoretical maximum amount of product (1.0 means a 100% yield; for example, 0.34 means a 34% yield). (1) The reactants are [F:1][C:2]1[CH:7]=[CH:6][C:5]([NH:8][CH2:9][CH2:10][C:11]#N)=[C:4]([N+:13]([O-:15])=[O:14])[CH:3]=1.[OH-:16].[Na+].C[OH:19]. No catalyst specified. The product is [F:1][C:2]1[CH:7]=[CH:6][C:5]([NH:8][CH2:9][CH2:10][C:11]([OH:19])=[O:16])=[C:4]([N+:13]([O-:15])=[O:14])[CH:3]=1. The yield is 0.790. (2) The reactants are Br[C:2]1[S:3][CH:4]=[C:5]([C:7]([O:9][CH2:10][CH3:11])=[O:8])[N:6]=1.C([O-])([O-])=O.[K+].[K+].[CH2:18]([SH:25])[C:19]1[CH:24]=[CH:23][CH:22]=[CH:21][CH:20]=1. The catalyst is CN(C=O)C.O. The product is [CH2:18]([S:25][C:2]1[S:3][CH:4]=[C:5]([C:7]([O:9][CH2:10][CH3:11])=[O:8])[N:6]=1)[C:19]1[CH:24]=[CH:23][CH:22]=[CH:21][CH:20]=1. The yield is 0.870. (3) The reactants are [OH:1][C:2]1[CH:9]=[CH:8][C:5]([CH:6]=O)=[CH:4][CH:3]=1.[CH3:10][C:11]([CH3:13])=[O:12].[OH-:14].[Na+].O. The catalyst is C(O)C. The product is [OH:1][C:2]1[CH:9]=[CH:8][C:5]([CH:6]=[CH:9][C:2](=[O:14])[CH:3]=[CH:4][C:5]2[CH:8]=[CH:13][C:11]([OH:12])=[CH:10][CH:6]=2)=[CH:4][CH:3]=1. The yield is 0.390. (4) The yield is 0.750. The reactants are Cl[CH2:2][C:3]([N:5]1[C:13]2[C:8](=[CH:9][CH:10]=[C:11]([Cl:14])[CH:12]=2)[C:7]([CH3:16])([CH3:15])[CH2:6]1)=[O:4].C(N(CC)CC)C.[C:24]([O:28][C:29]([N:31]1[CH2:36][C@H:35]([CH2:37][OH:38])[NH:34][CH2:33][C@H:32]1[CH3:39])=[O:30])([CH3:27])([CH3:26])[CH3:25]. The product is [C:24]([O:28][C:29]([N:31]1[CH2:36][C@H:35]([CH2:37][OH:38])[N:34]([CH2:2][C:3]([N:5]2[C:13]3[C:8](=[CH:9][CH:10]=[C:11]([Cl:14])[CH:12]=3)[C:7]([CH3:16])([CH3:15])[CH2:6]2)=[O:4])[CH2:33][C@H:32]1[CH3:39])=[O:30])([CH3:27])([CH3:26])[CH3:25]. The catalyst is C1COCC1. (5) The reactants are [F:1][C:2]1[CH:7]=[CH:6][CH:5]=[CH:4][C:3]=1[CH2:8][C:9]([O:11][C@H:12]([C:14]1[CH:19]=[CH:18][CH:17]=[CH:16][CH:15]=1)[CH3:13])=[O:10].[CH2:20]1[CH2:30][CH2:29][N:28]2C(=NC[CH2:26][CH2:27]2)CC1.C(Br)(Br)(Br)Br.N1CCCCC1. The catalyst is C1COCC1.C(OCC)C.C1(C)C=CC=CC=1. The product is [F:1][C:2]1[CH:7]=[CH:6][CH:5]=[CH:4][C:3]=1[C@@H:8]([N:28]1[CH2:27][CH2:26][CH2:20][CH2:30][CH2:29]1)[C:9]([O:11][C@H:12]([C:14]1[CH:15]=[CH:16][CH:17]=[CH:18][CH:19]=1)[CH3:13])=[O:10]. The yield is 0.110. (6) The product is [Cl:1][C:2]1[C:3]([S:24]([N:27]([CH2:37][C:38]2[CH:39]=[CH:40][C:41]([O:44][CH3:45])=[CH:42][CH:43]=2)[CH2:28][C:29]2[CH:30]=[CH:31][C:32]([O:35][CH3:36])=[CH:33][CH:34]=2)(=[O:26])=[O:25])=[N:4][CH:5]=[C:6]([C:9]([N:11]2[CH2:12][CH2:13][CH:14]([C:17]3[CH:18]=[CH:19][C:20]([F:23])=[CH:21][CH:22]=3)[CH2:15][CH2:16]2)=[O:10])[C:7]=1[NH:53][C:52]1[C:47]([Cl:46])=[N:48][C:49]([Cl:54])=[CH:50][CH:51]=1. The reactants are [Cl:1][C:2]1[C:3]([S:24]([N:27]([CH2:37][C:38]2[CH:43]=[CH:42][C:41]([O:44][CH3:45])=[CH:40][CH:39]=2)[CH2:28][C:29]2[CH:34]=[CH:33][C:32]([O:35][CH3:36])=[CH:31][CH:30]=2)(=[O:26])=[O:25])=[N:4][CH:5]=[C:6]([C:9]([N:11]2[CH2:16][CH2:15][CH:14]([C:17]3[CH:22]=[CH:21][C:20]([F:23])=[CH:19][CH:18]=3)[CH2:13][CH2:12]2)=[O:10])[C:7]=1Cl.[Cl:46][C:47]1[C:52]([NH2:53])=[CH:51][CH:50]=[C:49]([Cl:54])[N:48]=1. No catalyst specified. The yield is 0.430.